Dataset: Reaction yield outcomes from USPTO patents with 853,638 reactions. Task: Predict the reaction yield, written as a fraction of the theoretical maximum amount of product (1.0 means a 100% yield; for example, 0.34 means a 34% yield). (1) The reactants are [C:1]([C:5]1[CH:10]=[CH:9][C:8]([NH:11][C:12]([N:14]([CH2:34][C:35]2[CH:46]=[CH:45][C:38]([O:39][CH2:40][C:41]([O:43]C)=[O:42])=[CH:37][CH:36]=2)[CH2:15][C:16]2[CH:21]=[CH:20][C:19]([C:22]#[C:23][C:24]3[CH:29]=[CH:28][C:27]([CH2:30][CH2:31][CH2:32][CH3:33])=[CH:26][CH:25]=3)=[CH:18][CH:17]=2)=[O:13])=[CH:7][CH:6]=1)([CH3:4])([CH3:3])[CH3:2].[OH-].[Na+]. The catalyst is CO.C1COCC1. The product is [C:1]([C:5]1[CH:6]=[CH:7][C:8]([NH:11][C:12]([N:14]([CH2:34][C:35]2[CH:46]=[CH:45][C:38]([O:39][CH2:40][C:41]([OH:43])=[O:42])=[CH:37][CH:36]=2)[CH2:15][C:16]2[CH:21]=[CH:20][C:19]([C:22]#[C:23][C:24]3[CH:29]=[CH:28][C:27]([CH2:30][CH2:31][CH2:32][CH3:33])=[CH:26][CH:25]=3)=[CH:18][CH:17]=2)=[O:13])=[CH:9][CH:10]=1)([CH3:2])([CH3:3])[CH3:4]. The yield is 0.670. (2) The reactants are [CH2:1]([N:3]([CH2:7][CH2:8][N:9]1C(=O)C2=CC=CC=C2C1=O)[CH2:4][CH2:5][F:6])[CH3:2].O.NN. The catalyst is C(O)C. The product is [NH2:9][CH2:8][CH2:7][N:3]([CH2:1][CH3:2])[CH2:4][CH2:5][F:6]. The yield is 0.560. (3) The reactants are [H-].[Al+3].[Li+].[H-].[H-].[H-].[CH3:7][N:8]([CH3:24])[C:9](=O)[CH:10]([CH3:22])[CH:11]([C:14]1[CH:19]=[CH:18][CH:17]=[C:16]([O:20][CH3:21])[CH:15]=1)[CH2:12][CH3:13]. The catalyst is CCOCC. The product is [CH3:21][O:20][C:16]1[CH:15]=[C:14]([CH:11]([CH2:12][CH3:13])[CH:10]([CH3:22])[CH2:9][N:8]([CH3:24])[CH3:7])[CH:19]=[CH:18][CH:17]=1. The yield is 0.850. (4) The reactants are [CH2:1]([O:3][C:4]([C:6]1[CH:7]=[C:8]2[C:13](=[CH:14][CH:15]=1)[NH:12][CH:11]([C:16]1[CH:21]=[CH:20][CH:19]=[C:18]([C:22]([OH:24])=O)[CH:17]=1)[CH2:10][C:9]2([CH3:26])[CH3:25])=[O:5])[CH3:2].[NH2:27][C:28]1[CH:33]=[CH:32][CH:31]=[CH:30][CH:29]=1.CN(C(ON1N=NC2C=CC=NC1=2)=[N+](C)C)C.F[P-](F)(F)(F)(F)F.C(N(CC)CC)C. The catalyst is ClCCl. The product is [CH2:1]([O:3][C:4]([C:6]1[CH:7]=[C:8]2[C:13](=[CH:14][CH:15]=1)[NH:12][CH:11]([C:16]1[CH:21]=[CH:20][CH:19]=[C:18]([C:22](=[O:24])[NH:27][C:28]3[CH:33]=[CH:32][CH:31]=[CH:30][CH:29]=3)[CH:17]=1)[CH2:10][C:9]2([CH3:25])[CH3:26])=[O:5])[CH3:2]. The yield is 0.930. (5) The reactants are [CH3:1][O:2][C:3](=[O:42])[NH:4][C@@H:5]([CH:36]1[CH2:41][CH2:40][O:39][CH2:38][CH2:37]1)[C:6]([N:8]1[CH2:12][C@@H:11]([CH3:13])[CH2:10][C@H:9]1[C:14]1[NH:15][C:16]2[CH:26]=[CH:25][C:24]3[C:19](=[CH:20][CH:21]=[C:22](B4OC(C)(C)C(C)(C)O4)[CH:23]=3)[C:17]=2[N:18]=1)=[O:7].[C:43]([O:47][C:48]([N:50]1[CH2:55][CH2:54][N:53]([C:56]2[CH:61]=[CH:60][C:59]([C:62](=[O:77])[NH:63][C:64]3[CH:69]=[C:68]([O:70][C:71]([F:74])([F:73])[F:72])[C:67](Br)=[CH:66][C:65]=3[Cl:76])=[CH:58][N:57]=2)[C@H:52]([CH3:78])[CH2:51]1)=[O:49])([CH3:46])([CH3:45])[CH3:44].O.C(=O)([O-])[O-].[K+].[K+]. The catalyst is C1(C)C=CC=CC=1.C1C=CC(P(C2C=CC=CC=2)[C-]2C=CC=C2)=CC=1.C1C=CC(P(C2C=CC=CC=2)[C-]2C=CC=C2)=CC=1.Cl[Pd]Cl.[Fe+2].C(Cl)Cl. The product is [C:43]([O:47][C:48]([N:50]1[CH2:55][CH2:54][N:53]([C:56]2[CH:61]=[CH:60][C:59]([C:62](=[O:77])[NH:63][C:64]3[CH:69]=[C:68]([O:70][C:71]([F:74])([F:73])[F:72])[C:67]([C:22]4[CH:23]=[C:24]5[C:19](=[CH:20][CH:21]=4)[C:17]4[N:18]=[C:14]([C@@H:9]6[CH2:10][C@H:11]([CH3:13])[CH2:12][N:8]6[C:6](=[O:7])[C@@H:5]([NH:4][C:3]([O:2][CH3:1])=[O:42])[CH:36]6[CH2:41][CH2:40][O:39][CH2:38][CH2:37]6)[NH:15][C:16]=4[CH:26]=[CH:25]5)=[CH:66][C:65]=3[Cl:76])=[CH:58][N:57]=2)[C@H:52]([CH3:78])[CH2:51]1)=[O:49])([CH3:46])([CH3:45])[CH3:44]. The yield is 0.600. (6) The reactants are I[CH2:2][C@@H:3]([CH3:16])[CH2:4][N:5]1[C:14]2[C:9](=[CH:10][CH:11]=[CH:12][CH:13]=2)[CH:8]=[CH:7][C:6]1=[O:15].[CH2:17]([CH:21]1[CH2:26][CH2:25][NH:24][CH2:23][CH2:22]1)[CH2:18][CH2:19][CH3:20].CC#N.CCOC(C)=O. The catalyst is O. The product is [CH2:17]([CH:21]1[CH2:26][CH2:25][N:24]([CH2:2][C@@H:3]([CH3:16])[CH2:4][N:5]2[C:14]3[C:9](=[CH:10][CH:11]=[CH:12][CH:13]=3)[CH:8]=[CH:7][C:6]2=[O:15])[CH2:23][CH2:22]1)[CH2:18][CH2:19][CH3:20]. The yield is 0.440. (7) The reactants are [CH3:1][CH2:2][O:3][C:4]([C:6]1[N:7]([C:18]([O:20][C:21]([CH3:24])([CH3:23])[CH3:22])=[O:19])[C:8]2[C:13]([CH:14]=1)=[CH:12][C:11]([Cl:15])=[CH:10][C:9]=2[CH2:16]Br)=[O:5].[C-:25]#[N:26].[Na+].[Cl-].[NH4+]. The catalyst is CS(C)=O. The product is [CH3:1][CH2:2][O:3][C:4]([C:6]1[N:7]([C:18]([O:20][C:21]([CH3:24])([CH3:23])[CH3:22])=[O:19])[C:8]2[C:13]([CH:14]=1)=[CH:12][C:11]([Cl:15])=[CH:10][C:9]=2[CH2:16][C:25]#[N:26])=[O:5]. The yield is 0.360.